From a dataset of Forward reaction prediction with 1.9M reactions from USPTO patents (1976-2016). Predict the product of the given reaction. (1) The product is: [NH2:1][C:2]1[N:7]=[CH:6][N:5]=[C:4]2[N:8]([CH:12]([C:14]3[CH:15]=[C:16]4[N:21]([C:22]=3[N:23]3[CH2:27][CH2:26][CH2:25][C:24]3=[O:28])[CH:20]=[CH:19][CH:18]=[CH:17]4)[CH3:13])[N:9]=[C:10]([C:32]3[CH:33]=[C:34]([OH:36])[CH:35]=[C:30]([F:29])[CH:31]=3)[C:3]=12. Given the reactants [NH2:1][C:2]1[N:7]=[CH:6][N:5]=[C:4]2[N:8]([CH:12]([C:14]3[CH:15]=[C:16]4[N:21]([C:22]=3[N:23]3[CH2:27][CH2:26][CH2:25][C:24]3=[O:28])[CH:20]=[CH:19][CH:18]=[CH:17]4)[CH3:13])[N:9]=[C:10](I)[C:3]=12.[F:29][C:30]1[CH:31]=[C:32](B(O)O)[CH:33]=[C:34]([OH:36])[CH:35]=1.CCO.C([O-])([O-])=O.[Na+].[Na+], predict the reaction product. (2) Given the reactants Br[C:2]1[C:3]([CH3:19])=[C:4]([Cl:18])[C:5]([O:8][CH2:9][CH2:10][N:11]2[CH2:16][CH2:15][N:14]([CH3:17])[CH2:13][CH2:12]2)=[N:6][CH:7]=1.C(=O)=O.CC(C)=O.[Li]CCCC.C(O[B:36]1[O:40][C:39]([CH3:42])([CH3:41])[C:38]([CH3:44])([CH3:43])[O:37]1)(C)C, predict the reaction product. The product is: [Cl:18][C:4]1[C:5]([O:8][CH2:9][CH2:10][N:11]2[CH2:16][CH2:15][N:14]([CH3:17])[CH2:13][CH2:12]2)=[N:6][CH:7]=[C:2]([B:36]2[O:40][C:39]([CH3:42])([CH3:41])[C:38]([CH3:44])([CH3:43])[O:37]2)[C:3]=1[CH3:19]. (3) Given the reactants [CH:1]1[C:6]([OH:7])=[CH:5][CH:4]=[C:3]([Br:8])[CH:2]=1.[H-].[Na+].CC1C=CC(S(O[CH2:22][C@H:23]2[O:28][CH2:27][CH2:26][N:25]([CH2:29][C:30]3[CH:35]=[CH:34][CH:33]=[CH:32][CH:31]=3)[CH2:24]2)(=O)=O)=CC=1, predict the reaction product. The product is: [CH2:29]([N:25]1[CH2:26][CH2:27][O:28][C@H:23]([CH2:22][O:7][C:6]2[CH:5]=[CH:4][C:3]([Br:8])=[CH:2][CH:1]=2)[CH2:24]1)[C:30]1[CH:31]=[CH:32][CH:33]=[CH:34][CH:35]=1. (4) The product is: [CH3:1][N:2]1[CH2:7][CH2:6][N:5]([CH2:8][CH2:9][O:10][C:11]2[CH:16]=[CH:15][C:14]([NH2:17])=[CH:13][CH:12]=2)[CH2:4][CH2:3]1. Given the reactants [CH3:1][N:2]1[CH2:7][CH2:6][N:5]([CH2:8][CH2:9][O:10][C:11]2[CH:16]=[CH:15][C:14]([N+:17]([O-])=O)=[CH:13][CH:12]=2)[CH2:4][CH2:3]1.C(O)C, predict the reaction product. (5) Given the reactants [CH2:1]([C:8]1[CH:9]=[CH:10][C:11]([OH:14])=[N:12][CH:13]=1)[C:2]1[CH:7]=[CH:6][CH:5]=[CH:4][CH:3]=1.C(O)(C(F)(F)F)=O.[I:22]N1C(=O)CCC1=O.[NH4+].[OH-], predict the reaction product. The product is: [CH2:1]([C:8]1[CH:9]=[C:10]([I:22])[C:11]([OH:14])=[N:12][CH:13]=1)[C:2]1[CH:3]=[CH:4][CH:5]=[CH:6][CH:7]=1. (6) Given the reactants C[O:2][C:3](=O)[C@@H:4]1[C@H:9]([O:10][Si:11]([C:14]([CH3:17])([CH3:16])[CH3:15])([CH3:13])[CH3:12])[CH2:8][CH2:7][CH2:6][N:5]1[C:18]([O:20][C:21]([CH3:24])([CH3:23])[CH3:22])=[O:19], predict the reaction product. The product is: [C:21]([O:20][C:18]([N:5]1[CH2:6][CH2:7][CH2:8][C@@H:9]([O:10][Si:11]([C:14]([CH3:17])([CH3:16])[CH3:15])([CH3:13])[CH3:12])[C@@H:4]1[CH2:3][OH:2])=[O:19])([CH3:24])([CH3:23])[CH3:22]. (7) Given the reactants Br[C:2]1[CH:3]=[C:4]2[C:9]([NH:10][C@H:11]3[C@@H:15]([O:16][CH3:17])[CH2:14][N:13]([S:18]([CH3:21])(=[O:20])=[O:19])[CH2:12]3)=[C:8]([C:22]([NH2:24])=[O:23])[CH:7]=[N:6][N:5]2[CH:25]=1.[CH3:26][O:27][C:28]1[N:33]=[CH:32][C:31](B(O)O)=[CH:30][CH:29]=1.CC(C1C=C(C(C)C)C(C2C=CC=CC=2P(C2CCCCC2)C2CCCCC2)=C(C(C)C)C=1)C.P([O-])([O-])([O-])=O.[K+].[K+].[K+], predict the reaction product. The product is: [CH3:17][O:16][C@H:15]1[CH2:14][N:13]([S:18]([CH3:21])(=[O:20])=[O:19])[CH2:12][C@H:11]1[NH:10][C:9]1[C:4]2[N:5]([CH:25]=[C:2]([C:31]3[CH:32]=[N:33][C:28]([O:27][CH3:26])=[CH:29][CH:30]=3)[CH:3]=2)[N:6]=[CH:7][C:8]=1[C:22]([NH2:24])=[O:23]. (8) Given the reactants [Br-].[CH3:2][O:3][C:4]1[CH:9]=[CH:8][C:7]([CH2:10][P+](C2C=CC=CC=2)(C2C=CC=CC=2)C2C=CC=CC=2)=[CH:6][CH:5]=1.[Li]CCCC.[C:35]([C:39]1[CH:44]=[CH:43][C:42]([CH2:45][CH:46]([CH3:49])[CH:47]=O)=[CH:41][CH:40]=1)([CH3:38])([CH3:37])[CH3:36].O, predict the reaction product. The product is: [C:35]([C:39]1[CH:40]=[CH:41][C:42]([CH2:45][CH:46]([CH3:49])[CH:47]=[CH:10][C:7]2[CH:6]=[CH:5][C:4]([O:3][CH3:2])=[CH:9][CH:8]=2)=[CH:43][CH:44]=1)([CH3:38])([CH3:37])[CH3:36]. (9) Given the reactants [Br:1][C:2]1[CH:3]=[C:4]([S:7](Cl)(=[O:9])=[O:8])[S:5][CH:6]=1.Cl.Cl.[N:13]1[CH:18]=[CH:17][C:16]([CH2:19][NH2:20])=[CH:15][N:14]=1.C(N(CC)C(C)C)(C)C.C(=O)([O-])O.[Na+], predict the reaction product. The product is: [N:13]1[CH:18]=[CH:17][C:16]([CH2:19][NH:20][S:7]([C:4]2[S:5][CH:6]=[C:2]([Br:1])[CH:3]=2)(=[O:9])=[O:8])=[CH:15][N:14]=1.